Dataset: Forward reaction prediction with 1.9M reactions from USPTO patents (1976-2016). Task: Predict the product of the given reaction. (1) Given the reactants Cl[C:2]1[N:11]=[C:10]([NH:12][CH2:13][CH:14]([C:21]2[CH:26]=[CH:25][CH:24]=[CH:23][CH:22]=2)[C:15]2[CH:20]=[CH:19][CH:18]=[CH:17][CH:16]=2)[C:9]2[C:4](=[CH:5][CH:6]=[CH:7][CH:8]=2)[N:3]=1.[CH3:27][N:28]1[C:32]2[CH:33]=[CH:34][C:35](B(O)O)=[CH:36][C:31]=2[N:30]=[CH:29]1.C(NC1C2C(=CC=CC=2)N=C(C2SC3C=CC=CC=3C=2)N=1)(C1C=CC=CC=1)C1C=CC=CC=1, predict the reaction product. The product is: [C:15]1([CH:14]([C:21]2[CH:26]=[CH:25][CH:24]=[CH:23][CH:22]=2)[CH2:13][NH:12][C:10]2[C:9]3[C:4](=[CH:5][CH:6]=[CH:7][CH:8]=3)[N:3]=[C:2]([C:34]3[CH:35]=[CH:36][C:31]4[N:30]=[CH:29][N:28]([CH3:27])[C:32]=4[CH:33]=3)[N:11]=2)[CH:20]=[CH:19][CH:18]=[CH:17][CH:16]=1. (2) The product is: [C:21]([C:20]1[CH:19]=[C:18]([NH:17][CH2:2][C:3]2[CH:13]=[CH:12][C:6]([C:7]([O:9][CH2:10][CH3:11])=[O:8])=[CH:5][C:4]=2[N+:14]([O-:16])=[O:15])[CH:25]=[CH:24][CH:23]=1)#[N:22]. Given the reactants Br[CH2:2][C:3]1[CH:13]=[CH:12][C:6]([C:7]([O:9][CH2:10][CH3:11])=[O:8])=[CH:5][C:4]=1[N+:14]([O-:16])=[O:15].[NH2:17][C:18]1[CH:19]=[C:20]([CH:23]=[CH:24][CH:25]=1)[C:21]#[N:22].C(=O)([O-])[O-].[K+].[K+], predict the reaction product.